From a dataset of Full USPTO retrosynthesis dataset with 1.9M reactions from patents (1976-2016). Predict the reactants needed to synthesize the given product. (1) Given the product [CH2:1]([C:4]1[CH:9]=[CH:8][C:7]([CH2:10][C:11]([OH:15])=[O:20])=[CH:6][CH:5]=1)[CH2:2][CH3:3], predict the reactants needed to synthesize it. The reactants are: [CH2:1]([C:4]1[CH:9]=[CH:8][C:7]([CH2:10][C:11]#N)=[CH:6][CH:5]=1)[CH2:2][CH3:3].Cl.S([O-])([O-])(=O)=[O:15].[Mg+2].[OH-:20].[Na+]. (2) Given the product [CH2:1]([NH:3][C:4]([N:6]1[C:14]2[C:9](=[CH:10][C:11]([O:15][C:16]3[CH:21]=[CH:20][N:19]=[C:18]([NH:22][C:23]([NH:25][CH2:26][C:27]([N:35]4[CH2:36][CH2:37][C:32]([OH:31])([CH3:38])[CH2:33][CH2:34]4)=[O:28])=[O:24])[CH:17]=3)=[CH:12][CH:13]=2)[CH:8]=[CH:7]1)=[O:5])[CH3:2], predict the reactants needed to synthesize it. The reactants are: [CH2:1]([NH:3][C:4]([N:6]1[C:14]2[C:9](=[CH:10][C:11]([O:15][C:16]3[CH:21]=[CH:20][N:19]=[C:18]([NH:22][C:23]([NH:25][CH2:26][C:27](O)=[O:28])=[O:24])[CH:17]=3)=[CH:12][CH:13]=2)[CH:8]=[CH:7]1)=[O:5])[CH3:2].Cl.[OH:31][C:32]1([CH3:38])[CH2:37][CH2:36][NH:35][CH2:34][CH2:33]1. (3) Given the product [C:8]([O:11][CH:12]1[CH:17]([NH:18][C:44]([C@@H:42]2[C@H:41]([CH3:47])[O:40][C:39]([C:34]3[CH:35]=[CH:36][CH:37]=[CH:38][C:33]=3[OH:32])=[N:43]2)=[O:45])[CH:16]([O:19][C:20](=[O:22])[CH3:21])[CH:15]([O:23][C:24](=[O:26])[CH3:25])[CH:14]([CH2:27][O:28][C:29](=[O:31])[CH3:30])[O:13]1)(=[O:10])[CH3:9], predict the reactants needed to synthesize it. The reactants are: CCN(CC)CC.[C:8]([O:11][C@@H:12]1[C@H:17]([NH3+:18])[C@@H:16]([O:19][C:20](=[O:22])[CH3:21])[C@H:15]([O:23][C:24](=[O:26])[CH3:25])[C@@H:14]([CH2:27][O:28][C:29](=[O:31])[CH3:30])[O:13]1)(=[O:10])[CH3:9].[OH:32][C:33]1[CH:38]=[CH:37][CH:36]=[CH:35][C:34]=1[C:39]1[O:40][C@@H:41]([CH3:47])[C@@H:42]([C:44](O)=[O:45])[N:43]=1.C1C=CC2N(O)N=NC=2C=1.C1CCC(N=C=NC2CCCCC2)CC1.